Dataset: Catalyst prediction with 721,799 reactions and 888 catalyst types from USPTO. Task: Predict which catalyst facilitates the given reaction. (1) Reactant: C[O:2][C:3](=[O:17])[C:4]1[CH:9]=[C:8]([C:10]([F:13])([F:12])[F:11])[CH:7]=[C:6]([N:14]([CH3:16])[CH3:15])[CH:5]=1.[Li+].[OH-]. Product: [CH3:15][N:14]([CH3:16])[C:6]1[CH:5]=[C:4]([CH:9]=[C:8]([C:10]([F:11])([F:12])[F:13])[CH:7]=1)[C:3]([OH:17])=[O:2]. The catalyst class is: 20. (2) Reactant: C([O:4][CH2:5][CH2:6][NH:7][C:8](=[O:35])[C:9]1[CH:14]=[CH:13][C:12]([Cl:15])=[C:11]([N:16]([CH3:34])[C:17]([C:19]2[S:33][C:22]3[C:23]4[CH:31]=[CH:30][C:29](Br)=[CH:28][C:24]=4[O:25][CH2:26][CH2:27][C:21]=3[CH:20]=2)=[O:18])[CH:10]=1)(=O)C.CC1(C)C2[C:58](=C(P(C3C=CC=CC=3)C3C=CC=CC=3)C=CC=2)[O:57]C2C(P(C3C=CC=CC=3)C3C=CC=CC=3)=CC=CC1=2.[CH3:78][NH2:79].Cl.C([O-])([O-])=O.[Na+].[Na+]. The catalyst class is: 222. Product: [Cl:15][C:12]1[CH:13]=[CH:14][C:9]([C:8](=[O:35])[NH:7][CH2:6][CH2:5][OH:4])=[CH:10][C:11]=1[N:16]([CH3:34])[C:17]([C:19]1[S:33][C:22]2[C:23]3[CH:31]=[CH:30][C:29]([C:58]([NH:79][CH3:78])=[O:57])=[CH:28][C:24]=3[O:25][CH2:26][CH2:27][C:21]=2[CH:20]=1)=[O:18]. (3) Reactant: Cl[C:2]1[C:11]([N+:12]([O-:14])=[O:13])=[C:10]([NH:15][CH2:16][CH2:17][N:18]2[CH2:23][CH2:22][O:21][CH2:20][CH2:19]2)[C:9]2[C:4](=[CH:5][CH:6]=[CH:7][CH:8]=2)[N:3]=1.[CH3:24][N:25]([CH3:30])[CH2:26][CH2:27][NH:28][CH3:29].CCN(C(C)C)C(C)C. Product: [CH3:24][N:25]([CH3:30])[CH2:26][CH2:27][N:28]([CH3:29])[C:2]1[C:11]([N+:12]([O-:14])=[O:13])=[C:10]([NH:15][CH2:16][CH2:17][N:18]2[CH2:23][CH2:22][O:21][CH2:20][CH2:19]2)[C:9]2[C:4](=[CH:5][CH:6]=[CH:7][CH:8]=2)[N:3]=1. The catalyst class is: 514. (4) The catalyst class is: 6. Reactant: [CH2:1]([C:5]1[CH:28]=[CH:27][C:8]([C:9]([N:11]2[CH2:16][CH2:15][CH:14]([N:17]3[C:21]4[CH:22]=[CH:23][CH:24]=[CH:25][C:20]=4[NH:19][C:18]3=[O:26])[CH2:13][CH2:12]2)=[O:10])=[CH:7][CH:6]=1)[CH2:2][CH2:3][CH3:4].[CH2:29](Br)[CH:30]=[CH2:31].C(=O)([O-])[O-].[Cs+].[Cs+].CN(C)C=O. Product: [CH2:31]([N:19]1[C:20]2[CH:25]=[CH:24][CH:23]=[CH:22][C:21]=2[N:17]([CH:14]2[CH2:15][CH2:16][N:11]([C:9](=[O:10])[C:8]3[CH:7]=[CH:6][C:5]([CH2:1][CH2:2][CH2:3][CH3:4])=[CH:28][CH:27]=3)[CH2:12][CH2:13]2)[C:18]1=[O:26])[CH:30]=[CH2:29]. (5) Reactant: [C:1]([C:5]1[NH:13][C:12]2[C:7](=[N:8][C:9](S(C)(=O)=O)=[N:10][C:11]=2[NH:14][C@H:15]([CH2:18][C:19]2[CH:24]=[CH:23][CH:22]=[CH:21][CH:20]=2)[CH2:16]O)[N:6]=1)([CH3:4])([CH3:3])[CH3:2].[O-:29][CH2:30][CH3:31].[Na+]. Product: [CH2:18]([C@@H:15]1[CH2:16][N:10]2[C:11]([C:12]3[NH:13][C:5]([C:1]([CH3:4])([CH3:2])[CH3:3])=[N:6][C:7]=3[N:8]=[C:9]2[O:29][CH2:30][CH3:31])=[N:14]1)[C:19]1[CH:24]=[CH:23][CH:22]=[CH:21][CH:20]=1. The catalyst class is: 8. (6) Reactant: [CH2:1]([O:3][C:4](=[O:29])[CH2:5][C@@H:6]1[N:12]=[C:11]([C:13]2[CH:18]=[CH:17][C:16]([Cl:19])=[CH:15][CH:14]=2)[C:10]2[CH:20]=[C:21]([OH:24])[CH:22]=[CH:23][C:9]=2[N:8]2[C:25]([CH3:28])=[N:26][N:27]=[C:7]12)[CH3:2].N1C=CC=CC=1.[S:36](O[S:36]([C:39]([F:42])([F:41])[F:40])(=[O:38])=[O:37])([C:39]([F:42])([F:41])[F:40])(=[O:38])=[O:37]. Product: [Cl:19][C:16]1[CH:15]=[CH:14][C:13]([C:11]2[C:10]3[CH:20]=[C:21]([O:24][S:36]([C:39]([F:42])([F:41])[F:40])(=[O:38])=[O:37])[CH:22]=[CH:23][C:9]=3[N:8]3[C:25]([CH3:28])=[N:26][N:27]=[C:7]3[C@H:6]([CH2:5][C:4]([O:3][CH2:1][CH3:2])=[O:29])[N:12]=2)=[CH:18][CH:17]=1. The catalyst class is: 2.